Dataset: Reaction yield outcomes from USPTO patents with 853,638 reactions. Task: Predict the reaction yield, written as a fraction of the theoretical maximum amount of product (1.0 means a 100% yield; for example, 0.34 means a 34% yield). (1) The product is [OH:15][C:16]1[CH:24]=[CH:23][CH:22]=[C:21]([OH:25])[C:17]=1[C:18]([NH:13][CH2:12][CH2:11][C:8]1[C:4]2[C:3](=[CH:2][CH:1]=[C:6]([OH:7])[CH:5]=2)[NH:10][CH:9]=1)=[O:19]. The yield is 0.149. The reactants are [CH:1]1[C:6]([OH:7])=[CH:5][C:4]2[C:8]([CH2:11][CH2:12][NH2:13])=[CH:9][NH:10][C:3]=2[CH:2]=1.Cl.[OH:15][C:16]1[CH:24]=[CH:23][CH:22]=[C:21]([OH:25])[C:17]=1[C:18](O)=[O:19].C(N(CC)CC)C.O.ON1C2C=CC=CC=2N=N1.C(N=C=NCCCN(C)C)C. The catalyst is CN(C)C=O. (2) The reactants are S(=O)(=O)(O)[OH:2].[CH:6]1([C:9]2[CH:14]=[CH:13][C:12]([C:15]#[C:16][CH2:17][CH2:18][OH:19])=[CH:11][CH:10]=2)[CH2:8][CH2:7]1. The catalyst is CO. The product is [CH:6]1([C:9]2[CH:10]=[CH:11][C:12]([C:15](=[O:2])[CH2:16][CH2:17][CH2:18][OH:19])=[CH:13][CH:14]=2)[CH2:8][CH2:7]1. The yield is 0.610. (3) The reactants are [F:1][C:2]1[C:32]([F:33])=[CH:31][C:5]2[NH:6][C:7]([CH2:9][CH:10]3[CH2:15][CH2:14][CH2:13][CH2:12][N:11]3[C:16]([C:18]3[N:19]=[C:20]([CH3:30])[S:21][C:22]=3[C:23]3[CH:28]=[CH:27][C:26]([F:29])=[CH:25][CH:24]=3)=[O:17])=[N:8][C:4]=2[CH:3]=1.[H-].[Na+].I[CH3:37].O. The catalyst is CN(C=O)C.Cl. The product is [F:1][C:2]1[C:32]([F:33])=[CH:31][C:5]2[N:6]=[C:7]([CH:9]([CH:10]3[CH2:15][CH2:14][CH2:13][CH2:12][N:11]3[C:16]([C:18]3[N:19]=[C:20]([CH3:30])[S:21][C:22]=3[C:23]3[CH:28]=[CH:27][C:26]([F:29])=[CH:25][CH:24]=3)=[O:17])[CH3:37])[NH:8][C:4]=2[CH:3]=1. The yield is 0.340. (4) The reactants are Cl[C:2]1[CH:3]=[CH:4][C:5]2[N:6]([CH:23]=1)[C:7](=[O:22])[CH:8]=[C:9]([C:11]1[CH:12]=[C:13]3[C:18]([CH3:19])=[N:17][C:16]([CH3:20])=[CH:15][N:14]3[CH:21]=1)[N:10]=2.[CH3:24][C:25]1([NH:31][C:32](=[O:38])[O:33][C:34]([CH3:37])([CH3:36])[CH3:35])[CH2:30][CH2:29][NH:28][CH2:27][CH2:26]1.CC(OC1C=CC=C(OC(C)C)C=1C1C(P(C2CCCCC2)C2CCCCC2)=CC=CC=1)C.CC(C)([O-])C.[Na+].C(O)(=O)C. The catalyst is C1COCC1.CC(OC1C=CC=C(OC(C)C)C=1C1C(P(C2CCCCC2)C2CCCCC2)=CC=CC=1)C.[Pd]. The product is [CH3:19][C:18]1[C:13]2[N:14]([CH:21]=[C:11]([C:9]3[N:10]=[C:5]4[CH:4]=[CH:3][C:2]([N:28]5[CH2:27][CH2:26][C:25]([NH:31][C:32](=[O:38])[O:33][C:34]([CH3:37])([CH3:36])[CH3:35])([CH3:24])[CH2:30][CH2:29]5)=[CH:23][N:6]4[C:7](=[O:22])[CH:8]=3)[CH:12]=2)[CH:15]=[C:16]([CH3:20])[N:17]=1. The yield is 0.220.